This data is from Full USPTO retrosynthesis dataset with 1.9M reactions from patents (1976-2016). The task is: Predict the reactants needed to synthesize the given product. (1) Given the product [C:1]([O:5][C:6](=[O:25])[NH:7][C:8]1[CH:13]=[C:12]([O:14][CH2:15][C:16]([F:18])([F:17])[F:19])[C:11]([C:20]([F:22])([F:23])[F:21])=[CH:10][C:9]=1[NH:24][C:31](=[O:30])[CH2:32][C:33]([C:35]1[CH:40]=[CH:39][CH:38]=[C:37]([C:41]2[CH:42]=[N:43][C:44]([CH2:47][CH3:48])=[CH:45][CH:46]=2)[CH:36]=1)=[O:34])([CH3:4])([CH3:2])[CH3:3], predict the reactants needed to synthesize it. The reactants are: [C:1]([O:5][C:6](=[O:25])[NH:7][C:8]1[CH:13]=[C:12]([O:14][CH2:15][C:16]([F:19])([F:18])[F:17])[C:11]([C:20]([F:23])([F:22])[F:21])=[CH:10][C:9]=1[NH2:24])([CH3:4])([CH3:3])[CH3:2].C([O:30][C:31](=O)[CH2:32][C:33]([C:35]1[CH:40]=[CH:39][CH:38]=[C:37]([C:41]2[CH:42]=[N:43][C:44]([CH2:47][CH3:48])=[CH:45][CH:46]=2)[CH:36]=1)=[O:34])(C)(C)C. (2) Given the product [C:1]([N:4]1[C:12]2[C:7](=[CH:8][C:9]([O:13][CH3:14])=[C:10]([N+:17]([O-:19])=[O:18])[CH:11]=2)[C:6]([CH3:16])([CH3:15])[CH2:5]1)(=[O:3])[CH3:2], predict the reactants needed to synthesize it. The reactants are: [C:1]([N:4]1[C:12]2[C:7](=[CH:8][C:9]([O:13][CH3:14])=[CH:10][CH:11]=2)[C:6]([CH3:16])([CH3:15])[CH2:5]1)(=[O:3])[CH3:2].[N+:17]([O-])([O-:19])=[O:18].[K+].O. (3) Given the product [CH2:7]([CH:11]([C:15]1[CH:16]=[C:17]([C:25]([F:27])([F:28])[F:26])[CH:18]=[C:19]([C:21]([F:24])([F:22])[F:23])[CH:20]=1)[C:12]([NH:43][C:34]1([C:37]2[CH:42]=[CH:41][CH:40]=[CH:39][CH:38]=2)[CH2:33][CH2:32][C:31](=[O:30])[CH2:36][CH2:35]1)=[O:14])[CH2:8][CH:9]=[CH2:10], predict the reactants needed to synthesize it. The reactants are: C(Cl)(=O)C(Cl)=O.[CH2:7]([CH:11]([C:15]1[CH:20]=[C:19]([C:21]([F:24])([F:23])[F:22])[CH:18]=[C:17]([C:25]([F:28])([F:27])[F:26])[CH:16]=1)[C:12]([OH:14])=O)[CH2:8][CH:9]=[CH2:10].Cl.[O:30]=[C:31]1[CH2:36][CH2:35][C:34]([NH2:43])([C:37]2[CH:42]=[CH:41][CH:40]=[CH:39][CH:38]=2)[CH2:33][CH2:32]1.N1C=CC=CC=1. (4) Given the product [O:22]=[S:17]1(=[O:21])[CH2:18][CH2:19][CH2:20][N:16]1[C:14]1[CH:13]=[CH:12][C:11]([C:23]([N:25]2[CH2:26][CH2:27][N:28]([C:31]3[C:36]([CH3:37])=[CH:35][C:34]([CH2:38][CH3:39])=[CH:33][N:32]=3)[CH2:29][CH2:30]2)=[O:24])=[C:10]([CH:15]=1)[C:9]([NH:8][CH3:6])=[O:40], predict the reactants needed to synthesize it. The reactants are: C(O[C:6]([N:8](C(OC(C)(C)C)=O)[C:9](=[O:40])[C:10]1[CH:15]=[C:14]([N:16]2[CH2:20][CH2:19][CH2:18][S:17]2(=[O:22])=[O:21])[CH:13]=[CH:12][C:11]=1[C:23]([N:25]1[CH2:30][CH2:29][N:28]([C:31]2[C:36]([CH3:37])=[CH:35][C:34]([CH2:38][CH3:39])=[CH:33][N:32]=2)[CH2:27][CH2:26]1)=[O:24])=O)(C)(C)C.